From a dataset of Full USPTO retrosynthesis dataset with 1.9M reactions from patents (1976-2016). Predict the reactants needed to synthesize the given product. (1) The reactants are: [C:1]([O-])([O-])=O.[K+].[K+].[CH2:7]([O:9][C:10](=[O:32])[C:11]1([CH2:31][CH2:30][CH2:29][CH2:28]1)[NH:12][S:13]([C:16]1[CH:25]=[C:24]2[C:19]([C:20]([Cl:27])=[CH:21][N:22]=[C:23]2[Cl:26])=[CH:18][CH:17]=1)(=[O:15])=[O:14])[CH3:8].CI.O. Given the product [CH2:7]([O:9][C:10](=[O:32])[C:11]1([CH2:28][CH2:29][CH2:30][CH2:31]1)[N:12]([S:13]([C:16]1[CH:25]=[C:24]2[C:19]([C:20]([Cl:27])=[CH:21][N:22]=[C:23]2[Cl:26])=[CH:18][CH:17]=1)(=[O:14])=[O:15])[CH3:1])[CH3:8], predict the reactants needed to synthesize it. (2) Given the product [Br:1][C:2]1[C:3]([O:19][CH2:28][C:29]2[N:33]([CH3:34])[N:32]=[CH:31][N:30]=2)=[N:4][N:5]2[C:10]=1[C:9]([CH3:11])=[N:8][N:7]=[C:6]2[C:12]1[CH:17]=[CH:16][CH:15]=[CH:14][C:13]=1[F:18], predict the reactants needed to synthesize it. The reactants are: [Br:1][C:2]1[C:3]([OH:19])=[N:4][N:5]2[C:10]=1[C:9]([CH3:11])=[N:8][N:7]=[C:6]2[C:12]1[CH:17]=[CH:16][CH:15]=[CH:14][C:13]=1[F:18].C(=O)([O-])[O-].[Cs+].[Cs+].Cl.Cl[CH2:28][C:29]1[N:33]([CH3:34])[N:32]=[CH:31][N:30]=1. (3) Given the product [CH3:19][C:20]1[CH:28]=[CH:27][C:23]([C:24]([NH2:26])=[O:25])=[CH:22][C:21]=1[C:2]1[CH:3]=[C:4]2[C:9](=[CH:10][CH:11]=1)[C:8]([N:12]1[CH2:17][CH2:16][NH:15][C:14](=[O:18])[CH2:13]1)=[N:7][N:6]=[CH:5]2, predict the reactants needed to synthesize it. The reactants are: Br[C:2]1[CH:3]=[C:4]2[C:9](=[CH:10][CH:11]=1)[C:8]([N:12]1[CH2:17][CH2:16][NH:15][C:14](=[O:18])[CH2:13]1)=[N:7][N:6]=[CH:5]2.[CH3:19][C:20]1[CH:28]=[CH:27][C:23]([C:24]([NH2:26])=[O:25])=[CH:22][C:21]=1B1OC(C)(C)C(C)(C)O1.C(=O)([O-])[O-].[K+].[K+]. (4) Given the product [Br:1][C:2]1[CH:8]=[CH:7][CH:6]=[CH:5][C:3]=1[NH:4][C:11](=[O:13])[CH:10]=[N:17][OH:18], predict the reactants needed to synthesize it. The reactants are: [Br:1][C:2]1[CH:8]=[CH:7][CH:6]=[CH:5][C:3]=1[NH2:4].Cl[C:10](Cl)(Cl)[CH:11]([OH:13])O.Cl.[NH2:17][OH:18].S([O-])([O-])(=O)=O.[Na+].[Na+].Cl. (5) Given the product [CH3:1][C:2]([CH3:40])([CH3:39])[CH2:3][CH2:4][CH:5]([N:16]1[CH2:21][CH2:20][C:19]([F:23])([F:22])[CH:18]([CH2:24][C:25]([O:27][CH3:28])=[O:26])[CH:17]1[C:29]1[CH:30]=[CH:31][C:32]([C:35]([F:38])([F:36])[F:37])=[CH:33][CH:34]=1)[C:6]1[CH:11]=[CH:10][C:9]([C:12]([F:13])([F:14])[F:15])=[CH:8][CH:7]=1, predict the reactants needed to synthesize it. The reactants are: [CH3:1][C:2]([CH3:40])([CH3:39])[C:3]#[C:4][CH:5]([N:16]1[CH2:21][CH2:20][C:19]([F:23])([F:22])[CH:18]([CH2:24][C:25]([O:27][CH3:28])=[O:26])[CH:17]1[C:29]1[CH:34]=[CH:33][C:32]([C:35]([F:38])([F:37])[F:36])=[CH:31][CH:30]=1)[C:6]1[CH:11]=[CH:10][C:9]([C:12]([F:15])([F:14])[F:13])=[CH:8][CH:7]=1.[H][H]. (6) The reactants are: [NH2:1][C:2]1[C:7]([CH2:8][OH:9])=[C:6]([CH:10]([NH:18][C:19](=[O:25])[O:20][C:21]([CH3:24])([CH3:23])[CH3:22])[CH2:11][C:12]2[CH:17]=[CH:16][CH:15]=[CH:14][CH:13]=2)[CH:5]=[C:4]([C:26]2[CH:31]=[CH:30][CH:29]=[CH:28][C:27]=2[O:32][CH2:33][C:34]2[CH:39]=[CH:38][CH:37]=[CH:36][CH:35]=2)[N:3]=1.C(N(CC)CC)C.Cl[C:48](Cl)([O:50]C(=O)OC(Cl)(Cl)Cl)Cl. Given the product [CH2:33]([O:32][C:27]1[CH:28]=[CH:29][CH:30]=[CH:31][C:26]=1[C:4]1[CH:5]=[C:6]([CH:10]([NH:18][C:19](=[O:25])[O:20][C:21]([CH3:23])([CH3:24])[CH3:22])[CH2:11][C:12]2[CH:13]=[CH:14][CH:15]=[CH:16][CH:17]=2)[C:7]2[CH2:8][O:9][C:48](=[O:50])[NH:1][C:2]=2[N:3]=1)[C:34]1[CH:39]=[CH:38][CH:37]=[CH:36][CH:35]=1, predict the reactants needed to synthesize it. (7) Given the product [Cl:1][C:2]1[C:10]([C:11]2[CH:15]3[CH2:16][CH2:17][O:18][CH:14]3[O:13][N:12]=2)=[C:9]([S:19]([CH3:22])(=[O:21])=[O:20])[CH:8]=[CH:7][C:3]=1[C:4]([O:6][C:29]1[CH2:34][CH2:33][CH2:32][C:31](=[O:35])[CH:30]=1)=[O:5], predict the reactants needed to synthesize it. The reactants are: [Cl:1][C:2]1[C:10]([C:11]2[CH:15]3[CH2:16][CH2:17][O:18][CH:14]3[O:13][N:12]=2)=[C:9]([S:19]([CH3:22])(=[O:21])=[O:20])[CH:8]=[CH:7][C:3]=1[C:4]([O-:6])=[O:5].C(Cl)(=O)C(Cl)=O.[C:29]1(=O)[CH2:34][CH2:33][CH2:32][C:31](=[O:35])[CH2:30]1.C(N(CC)CC)C.